From a dataset of Full USPTO retrosynthesis dataset with 1.9M reactions from patents (1976-2016). Predict the reactants needed to synthesize the given product. (1) Given the product [CH2:25]([O:24][C:19]1[C:18]([C:16]([NH:15][C:6]2([C:4]([OH:5])=[O:3])[CH2:14][C:13]3[C:8](=[CH:9][CH:10]=[CH:11][CH:12]=3)[CH2:7]2)=[O:17])=[CH:23][CH:22]=[CH:21][N:20]=1)[CH3:26], predict the reactants needed to synthesize it. The reactants are: C([O:3][C:4]([C:6]1([NH:15][C:16]([C:18]2[C:19]([O:24][CH2:25][CH3:26])=[N:20][CH:21]=[CH:22][CH:23]=2)=[O:17])[CH2:14][C:13]2[C:8](=[CH:9][CH:10]=[CH:11][CH:12]=2)[CH2:7]1)=[O:5])C.O1CCOCC1.CO.O. (2) Given the product [Cl:1][C:2]1[S:6][C:5]([C:7]([O:9][CH2:10][CH3:11])=[O:8])=[CH:4][C:3]=1[N+:17]([O-:19])=[O:18], predict the reactants needed to synthesize it. The reactants are: [Cl:1][C:2]1[S:6][C:5]([C:7]([O:9][CH2:10][CH3:11])=[O:8])=[CH:4][CH:3]=1.S(=O)(=O)(O)O.[N+:17]([O-])([OH:19])=[O:18]. (3) Given the product [NH2:39][C@@H:40]([CH3:41])[C:42]([N:29]1[CH2:30][CH2:31][N:26]([CH2:25][C:4]2[S:5][C:6]3[C:11]([N:12]4[CH2:13][CH2:14][O:15][CH2:16][CH2:17]4)=[N:10][C:9]([C:18]4[CH:19]=[N:20][C:21]([NH2:24])=[N:22][CH:23]=4)=[N:8][C:7]=3[C:3]=2[CH3:2])[CH2:27][CH2:28]1)=[O:43], predict the reactants needed to synthesize it. The reactants are: Cl.[CH3:2][C:3]1[C:7]2[N:8]=[C:9]([C:18]3[CH:19]=[N:20][C:21]([NH2:24])=[N:22][CH:23]=3)[N:10]=[C:11]([N:12]3[CH2:17][CH2:16][O:15][CH2:14][CH2:13]3)[C:6]=2[S:5][C:4]=1[CH2:25][N:26]1[CH2:31][CH2:30][NH:29][CH2:28][CH2:27]1.C([NH:39][C@H:40]([C:42](O)=[O:43])[CH3:41])(OC(C)(C)C)=O.C(O)(C(F)(F)F)=O. (4) Given the product [Cl:30][C:28]1[CH:27]=[CH:26][C:23]([C:24]#[N:25])=[C:22]([NH:21][C:2]2[CH:17]=[C:16]([CH:18]([CH3:20])[CH3:19])[C:5]([C:6]([NH:8][CH2:9][CH:10]3[CH2:15][CH2:14][O:13][CH2:12][CH2:11]3)=[O:7])=[CH:4][N:3]=2)[CH:29]=1, predict the reactants needed to synthesize it. The reactants are: Cl[C:2]1[CH:17]=[C:16]([CH:18]([CH3:20])[CH3:19])[C:5]([C:6]([NH:8][CH2:9][CH:10]2[CH2:15][CH2:14][O:13][CH2:12][CH2:11]2)=[O:7])=[CH:4][N:3]=1.[NH2:21][C:22]1[CH:29]=[C:28]([Cl:30])[CH:27]=[CH:26][C:23]=1[C:24]#[N:25].C(=O)([O-])[O-].[Cs+].[Cs+]. (5) Given the product [F:1][C:2]1[CH:10]=[CH:9][C:5]([C:6]([O:8][CH2:21][CH3:22])=[O:7])=[CH:4][C:3]=1[OH:11], predict the reactants needed to synthesize it. The reactants are: [F:1][C:2]1[CH:10]=[CH:9][C:5]([C:6]([OH:8])=[O:7])=[CH:4][C:3]=1[OH:11].S(Cl)(Cl)=O.C([O-])(O)=O.[Na+].[CH2:21](O)[CH3:22]. (6) Given the product [Cl:1][C:2]1[CH:7]=[CH:6][N:5]=[C:4]2[C:34]=1[CH:18]=[C:19]([C:20]([NH:22][CH2:23][C:24]1[CH:29]=[CH:28][CH:27]=[C:26]([C:30]([F:33])([F:32])[F:31])[CH:25]=1)=[O:21])[C:9]([CH3:10])=[N:8]2, predict the reactants needed to synthesize it. The reactants are: [Cl:1][C:2]1[CH:7]=[CH:6][N:5]=[C:4]([NH:8][C:9](=O)[C:10](C)(C)C)C=1C=O.O=[C:18]([CH3:34])[CH2:19][C:20]([NH:22][CH2:23][C:24]1[CH:29]=[CH:28][CH:27]=[C:26]([C:30]([F:33])([F:32])[F:31])[CH:25]=1)=[O:21].C[Si](C)(C)N[Si](C)(C)C.[K]. (7) The reactants are: [N:1]12[CH2:8][CH2:7][CH:4]([CH2:5][CH2:6]1)[CH:3]([O:9][C:10]1[CH:15]=[CH:14][C:13]([S:16][C:17]3[CH:22]=[CH:21][C:20]([OH:23])=[CH:19][CH:18]=3)=[CH:12][CH:11]=1)[CH2:2]2.[CH:24](O)([CH3:26])[CH3:25]. Given the product [CH:24]([O:23][C:20]1[CH:21]=[CH:22][C:17]([S:16][C:13]2[CH:12]=[CH:11][C:10]([O:9][CH:3]3[CH:4]4[CH2:7][CH2:8][N:1]([CH2:6][CH2:5]4)[CH2:2]3)=[CH:15][CH:14]=2)=[CH:18][CH:19]=1)([CH3:26])[CH3:25], predict the reactants needed to synthesize it. (8) Given the product [F:44][C:45]([F:50])([F:49])[C:46]([OH:48])=[O:47].[CH2:1]([O:8][CH2:9][CH2:10][CH2:11][O:12][C:13]1[CH:14]=[N:15][C:16]([CH:19]2[CH2:24][CH2:23][NH:22][CH2:21][CH:20]2[O:32][CH2:33][C:34]2[CH:43]=[CH:42][C:41]3[C:36](=[CH:37][CH:38]=[CH:39][CH:40]=3)[CH:35]=2)=[N:17][CH:18]=1)[C:2]1[CH:7]=[CH:6][CH:5]=[CH:4][CH:3]=1, predict the reactants needed to synthesize it. The reactants are: [CH2:1]([O:8][CH2:9][CH2:10][CH2:11][O:12][C:13]1[CH:14]=[N:15][C:16]([CH:19]2[CH2:24][CH2:23][N:22](C(OC(C)(C)C)=O)[CH2:21][CH:20]2[O:32][CH2:33][C:34]2[CH:43]=[CH:42][C:41]3[C:36](=[CH:37][CH:38]=[CH:39][CH:40]=3)[CH:35]=2)=[N:17][CH:18]=1)[C:2]1[CH:7]=[CH:6][CH:5]=[CH:4][CH:3]=1.[F:44][C:45]([F:50])([F:49])[C:46]([OH:48])=[O:47]. (9) Given the product [F:20][C:21]1[CH:22]=[CH:23][C:24]([O:33][CH2:34][C:35]([F:38])([F:36])[F:37])=[C:25]([N:27]2[CH2:32][CH2:31][N:30]([CH2:2][CH2:3][CH2:4][NH:5][C:6]([C:8]3[C:9]([C:14]4[CH:19]=[CH:18][CH:17]=[CH:16][CH:15]=4)=[N:10][O:11][C:12]=3[CH3:13])=[O:7])[CH2:29][CH2:28]2)[CH:26]=1, predict the reactants needed to synthesize it. The reactants are: Cl[CH2:2][CH2:3][CH2:4][NH:5][C:6]([C:8]1[C:9]([C:14]2[CH:19]=[CH:18][CH:17]=[CH:16][CH:15]=2)=[N:10][O:11][C:12]=1[CH3:13])=[O:7].[F:20][C:21]1[CH:22]=[CH:23][C:24]([O:33][CH2:34][C:35]([F:38])([F:37])[F:36])=[C:25]([N:27]2[CH2:32][CH2:31][NH:30][CH2:29][CH2:28]2)[CH:26]=1.C(=O)([O-])[O-].[K+].[K+].